Dataset: NCI-60 drug combinations with 297,098 pairs across 59 cell lines. Task: Regression. Given two drug SMILES strings and cell line genomic features, predict the synergy score measuring deviation from expected non-interaction effect. (1) Synergy scores: CSS=-3.27, Synergy_ZIP=7.80, Synergy_Bliss=1.21, Synergy_Loewe=-2.01, Synergy_HSA=-2.41. Drug 2: COC1=C2C(=CC3=C1OC=C3)C=CC(=O)O2. Drug 1: CC1=C(C=C(C=C1)NC2=NC=CC(=N2)N(C)C3=CC4=NN(C(=C4C=C3)C)C)S(=O)(=O)N.Cl. Cell line: SK-MEL-2. (2) Drug 1: CC1C(C(=O)NC(C(=O)N2CCCC2C(=O)N(CC(=O)N(C(C(=O)O1)C(C)C)C)C)C(C)C)NC(=O)C3=C4C(=C(C=C3)C)OC5=C(C(=O)C(=C(C5=N4)C(=O)NC6C(OC(=O)C(N(C(=O)CN(C(=O)C7CCCN7C(=O)C(NC6=O)C(C)C)C)C)C(C)C)C)N)C. Drug 2: C1=NNC2=C1C(=O)NC=N2. Cell line: NCI-H522. Synergy scores: CSS=8.28, Synergy_ZIP=-8.51, Synergy_Bliss=-2.69, Synergy_Loewe=-28.5, Synergy_HSA=-3.54. (3) Drug 1: C1=CC(=C2C(=C1NCCNCCO)C(=O)C3=C(C=CC(=C3C2=O)O)O)NCCNCCO. Drug 2: C1=NC2=C(N1)C(=S)N=C(N2)N. Cell line: SNB-19. Synergy scores: CSS=46.8, Synergy_ZIP=0.999, Synergy_Bliss=0.894, Synergy_Loewe=-16.9, Synergy_HSA=2.06.